Dataset: Merck oncology drug combination screen with 23,052 pairs across 39 cell lines. Task: Regression. Given two drug SMILES strings and cell line genomic features, predict the synergy score measuring deviation from expected non-interaction effect. Drug 1: CC1(c2nc3c(C(N)=O)cccc3[nH]2)CCCN1. Drug 2: CCC1(O)C(=O)OCc2c1cc1n(c2=O)Cc2cc3c(CN(C)C)c(O)ccc3nc2-1. Cell line: RKO. Synergy scores: synergy=-12.4.